Dataset: Full USPTO retrosynthesis dataset with 1.9M reactions from patents (1976-2016). Task: Predict the reactants needed to synthesize the given product. (1) Given the product [C:2]([O:5][C:6](=[O:7])[NH:8][C@H:9]([C:20](=[O:22])[NH:38][C:39]1[CH:44]=[CH:43][CH:42]=[CH:41][CH:40]=1)[CH2:10][C:11]1[CH:12]=[CH:13][C:14]([N+:17]([O-:19])=[O:18])=[CH:15][CH:16]=1)([CH3:1])([CH3:3])[CH3:4], predict the reactants needed to synthesize it. The reactants are: [CH3:1][C:2]([O:5][C:6]([NH:8][C@H:9]([C:20]([OH:22])=O)[CH2:10][C:11]1[CH:16]=[CH:15][C:14]([N+:17]([O-:19])=[O:18])=[CH:13][CH:12]=1)=[O:7])([CH3:4])[CH3:3].CN1CCOCC1.C(OC(Cl)=O)C(C)C.[NH2:38][C:39]1[CH:44]=[CH:43][CH:42]=[CH:41][CH:40]=1. (2) Given the product [CH2:25]([C@@H:14]1[NH:15][CH2:16][CH2:17][N:12]([C:10]2[N:11]=[C:6]([C:4]3[C:3]4[C:2](=[N:32][CH:31]=[CH:30][CH:29]=4)[NH:34][N:33]=3)[CH:7]=[N:8][CH:9]=2)[CH2:13]1)[CH:26]([CH3:27])[CH3:28], predict the reactants needed to synthesize it. The reactants are: F[C:2]1[N:32]=[CH:31][CH:30]=[CH:29][C:3]=1[C:4]([C:6]1[N:11]=[C:10]([N:12]2[CH2:17][CH2:16][N:15](C(OC(C)(C)C)=O)[C@@H:14]([CH2:25][CH:26]([CH3:28])[CH3:27])[CH2:13]2)[CH:9]=[N:8][CH:7]=1)=O.[NH2:33][NH2:34]. (3) Given the product [Cl:1][C:2]1[N:7]=[CH:6][N:5]=[C:4]([N:8]2[C:16]3[C:11](=[CH:12][CH:13]=[CH:14][CH:15]=3)[C:10]([C:17]([NH2:21])=[O:19])=[N:9]2)[CH:3]=1, predict the reactants needed to synthesize it. The reactants are: [Cl:1][C:2]1[N:7]=[CH:6][N:5]=[C:4]([N:8]2[C:16]3[C:11](=[CH:12][CH:13]=[CH:14][CH:15]=3)[C:10]([C:17]([OH:19])=O)=[N:9]2)[CH:3]=1.[Cl-].[NH4+:21]. (4) Given the product [CH3:31][C:21]([S:27]([CH3:30])(=[O:29])=[O:28])([CH2:20][CH2:19][C:16]1[CH:15]=[CH:14][C:13](/[N:12]=[CH:6]/[C:5]2[CH:8]=[CH:9][CH:10]=[CH:11][C:4]=2[N+:1]([O-:3])=[O:2])=[CH:18][CH:17]=1)[C:22]([O:24][CH2:25][CH3:26])=[O:23], predict the reactants needed to synthesize it. The reactants are: [N+:1]([C:4]1[CH:11]=[CH:10][CH:9]=[CH:8][C:5]=1[CH:6]=O)([O-:3])=[O:2].[NH2:12][C:13]1[CH:18]=[CH:17][C:16]([CH2:19][CH2:20][C:21]([CH3:31])([S:27]([CH3:30])(=[O:29])=[O:28])[C:22]([O:24][CH2:25][CH3:26])=[O:23])=[CH:15][CH:14]=1. (5) Given the product [C:1]([O:5][C:6]([N:8]1[CH2:13][CH2:12][CH:11]([CH2:14][O:15][CH2:16][C@H:17]([NH:22][C:33]([C:29]2[CH:28]=[C:27]3[C:32]([C:24]([Cl:23])=[CH:25][NH:26]3)=[CH:31][CH:30]=2)=[O:34])[CH2:18][CH2:19][CH2:20][CH3:21])[CH2:10][CH2:9]1)=[O:7])([CH3:4])([CH3:3])[CH3:2], predict the reactants needed to synthesize it. The reactants are: [C:1]([O:5][C:6]([N:8]1[CH2:13][CH2:12][CH:11]([CH2:14][O:15][CH2:16][C@H:17]([NH2:22])[CH2:18][CH2:19][CH2:20][CH3:21])[CH2:10][CH2:9]1)=[O:7])([CH3:4])([CH3:3])[CH3:2].[Cl:23][C:24]1[C:32]2[C:27](=[CH:28][C:29]([C:33](O)=[O:34])=[CH:30][CH:31]=2)[NH:26][CH:25]=1.